Dataset: Reaction yield outcomes from USPTO patents with 853,638 reactions. Task: Predict the reaction yield, written as a fraction of the theoretical maximum amount of product (1.0 means a 100% yield; for example, 0.34 means a 34% yield). (1) The reactants are [Cl:1][C:2]1[CH:7]=[C:6]([Cl:8])[CH:5]=[CH:4][C:3]=1[C:9]1[C:10]([C:18]#[N:19])=[CH:11][C:12]2[N:13]([CH:15]=[N:16][N:17]=2)[CH:14]=1.B.C1COCC1. The catalyst is C1COCC1.CO. The product is [Cl:1][C:2]1[CH:7]=[C:6]([Cl:8])[CH:5]=[CH:4][C:3]=1[C:9]1[C:10]([CH2:18][NH2:19])=[CH:11][C:12]2[N:13]([CH:15]=[N:16][N:17]=2)[CH:14]=1. The yield is 0.0200. (2) The reactants are [N:1]1([C:7]2[CH:8]=[C:9]([C:17]([O:19][CH3:20])=[O:18])[C:10]3[NH:14][C:13](=O)[NH:12][C:11]=3[CH:16]=2)[CH2:6][CH2:5][O:4][CH2:3][CH2:2]1.CN(C)C1C=CC=CC=1.O=P(Cl)(Cl)[Cl:32]. No catalyst specified. The product is [Cl:32][C:13]1[NH:14][C:10]2[C:9]([C:17]([O:19][CH3:20])=[O:18])=[CH:8][C:7]([N:1]3[CH2:6][CH2:5][O:4][CH2:3][CH2:2]3)=[CH:16][C:11]=2[N:12]=1. The yield is 0.230. (3) The reactants are C([O:3][C:4](=[O:29])[CH2:5][C:6]1[N:7]=[C:8]([NH:11][C:12](=[O:28])[CH:13]([C:20]2[CH:25]=[CH:24][C:23]([Cl:26])=[C:22]([Cl:27])[CH:21]=2)[CH2:14][CH:15]2[CH2:19][CH2:18][CH2:17][CH2:16]2)[S:9][CH:10]=1)C.[OH-].[Na+]. The catalyst is C(O)C. The product is [CH:15]1([CH2:14][CH:13]([C:20]2[CH:25]=[CH:24][C:23]([Cl:26])=[C:22]([Cl:27])[CH:21]=2)[C:12]([NH:11][C:8]2[S:9][CH:10]=[C:6]([CH2:5][C:4]([OH:29])=[O:3])[N:7]=2)=[O:28])[CH2:19][CH2:18][CH2:17][CH2:16]1. The yield is 0.810. (4) The reactants are [F:1][C:2]1[CH:3]=[C:4]([CH:9]=[CH:10][C:11]=1[C:12]1[N:13]=[C:14]([N:17]2[CH2:22][CH2:21][N:20]([CH3:23])[CH2:19][CH2:18]2)[S:15][CH:16]=1)[C:5]([O:7]C)=[O:6].[ClH:24]. No catalyst specified. The product is [ClH:24].[F:1][C:2]1[CH:3]=[C:4]([CH:9]=[CH:10][C:11]=1[C:12]1[N:13]=[C:14]([N:17]2[CH2:22][CH2:21][N:20]([CH3:23])[CH2:19][CH2:18]2)[S:15][CH:16]=1)[C:5]([OH:7])=[O:6]. The yield is 1.00. (5) The reactants are [Na].[CH2:2]([O:4][C:5]1[CH2:10][CH2:9][CH2:8][C:7](=[O:11])[CH:6]=1)[CH3:3].[C:12](OCC)(=[O:18])[C:13]([O:15][CH2:16][CH3:17])=[O:14]. The catalyst is CCO. The product is [CH2:2]([O:4][C:5]1[CH2:10][CH2:9][CH:8]([C:12](=[O:18])[C:13]([O:15][CH2:16][CH3:17])=[O:14])[C:7](=[O:11])[CH:6]=1)[CH3:3]. The yield is 0.320. (6) The reactants are C(OC([N:8]1[CH2:14][C:13]2[CH:15]=[C:16](/[CH:19]=[CH:20]/[C:21](=[O:35])[N:22]([CH3:34])[CH2:23][C:24]3[O:25][C:26]4[CH:33]=[CH:32][CH:31]=[CH:30][C:27]=4[C:28]=3[CH3:29])[CH:17]=[N:18][C:12]=2[NH:11][CH2:10][CH2:9]1)=O)(C)(C)C.C(O)(C(F)(F)F)=O.C(Cl)[Cl:44]. No catalyst specified. The product is [ClH:44].[CH3:34][N:22]([CH2:23][C:24]1[O:25][C:26]2[CH:33]=[CH:32][CH:31]=[CH:30][C:27]=2[C:28]=1[CH3:29])[C:21](=[O:35])/[CH:20]=[CH:19]/[C:16]1[CH:17]=[N:18][C:12]2[NH:11][CH2:10][CH2:9][NH:8][CH2:14][C:13]=2[CH:15]=1. The yield is 0.700. (7) The reactants are [C:1]1([CH:7]2[C:12]3[C:13]([C:16]([N:18]4[CH2:23][CH2:22][CH2:21][CH2:20][CH2:19]4)=O)=[N:14][O:15][C:11]=3[CH2:10][CH2:9][N:8]2C(OC(C)(C)C)=O)[CH:6]=[CH:5][CH:4]=[CH:3][CH:2]=1.CO.Cl. The catalyst is C1COCC1. The product is [C:1]1([CH:7]2[C:12]3[C:13]([CH2:16][N:18]4[CH2:19][CH2:20][CH2:21][CH2:22][CH2:23]4)=[N:14][O:15][C:11]=3[CH2:10][CH2:9][NH:8]2)[CH:2]=[CH:3][CH:4]=[CH:5][CH:6]=1. The yield is 0.400. (8) The reactants are S(=O)(=O)(O)O.[N+:6]([O-:9])([O-])=[O:7].[K+].[Br:11][C:12]1[CH:13]=[C:14]([OH:18])[CH:15]=[CH:16][CH:17]=1. The catalyst is O. The product is [Br:11][C:12]1[CH:17]=[CH:16][C:15]([N+:6]([O-:9])=[O:7])=[C:14]([OH:18])[CH:13]=1. The yield is 0.180.